Dataset: NCI-60 drug combinations with 297,098 pairs across 59 cell lines. Task: Regression. Given two drug SMILES strings and cell line genomic features, predict the synergy score measuring deviation from expected non-interaction effect. (1) Drug 1: C1CCC(C(C1)N)N.C(=O)(C(=O)[O-])[O-].[Pt+4]. Drug 2: C1C(C(OC1N2C=NC3=C2NC=NCC3O)CO)O. Cell line: UACC62. Synergy scores: CSS=17.6, Synergy_ZIP=-2.13, Synergy_Bliss=-2.87, Synergy_Loewe=-6.64, Synergy_HSA=-4.01. (2) Drug 1: CC1=C(C(=CC=C1)Cl)NC(=O)C2=CN=C(S2)NC3=CC(=NC(=N3)C)N4CCN(CC4)CCO. Drug 2: COCCOC1=C(C=C2C(=C1)C(=NC=N2)NC3=CC=CC(=C3)C#C)OCCOC.Cl. Cell line: HCC-2998. Synergy scores: CSS=1.25, Synergy_ZIP=8.80, Synergy_Bliss=-0.0104, Synergy_Loewe=5.66, Synergy_HSA=-0.0289. (3) Drug 1: C1CC(=O)NC(=O)C1N2CC3=C(C2=O)C=CC=C3N. Drug 2: CC12CCC3C(C1CCC2=O)CC(=C)C4=CC(=O)C=CC34C. Cell line: SN12C. Synergy scores: CSS=19.8, Synergy_ZIP=2.84, Synergy_Bliss=-0.574, Synergy_Loewe=2.03, Synergy_HSA=2.03. (4) Drug 1: CC1C(C(CC(O1)OC2CC(OC(C2O)C)OC3=CC4=CC5=C(C(=O)C(C(C5)C(C(=O)C(C(C)O)O)OC)OC6CC(C(C(O6)C)O)OC7CC(C(C(O7)C)O)OC8CC(C(C(O8)C)O)(C)O)C(=C4C(=C3C)O)O)O)O. Drug 2: CC1=C(N=C(N=C1N)C(CC(=O)N)NCC(C(=O)N)N)C(=O)NC(C(C2=CN=CN2)OC3C(C(C(C(O3)CO)O)O)OC4C(C(C(C(O4)CO)O)OC(=O)N)O)C(=O)NC(C)C(C(C)C(=O)NC(C(C)O)C(=O)NCCC5=NC(=CS5)C6=NC(=CS6)C(=O)NCCC[S+](C)C)O. Cell line: T-47D. Synergy scores: CSS=44.8, Synergy_ZIP=-2.12, Synergy_Bliss=-2.60, Synergy_Loewe=-13.5, Synergy_HSA=-2.82. (5) Drug 1: CC1=C(C=C(C=C1)NC2=NC=CC(=N2)N(C)C3=CC4=NN(C(=C4C=C3)C)C)S(=O)(=O)N.Cl. Drug 2: C1CN(CCN1C(=O)CCBr)C(=O)CCBr. Cell line: MDA-MB-435. Synergy scores: CSS=-7.01, Synergy_ZIP=5.34, Synergy_Bliss=0.0419, Synergy_Loewe=-5.73, Synergy_HSA=-6.43. (6) Drug 1: C1=NC2=C(N1)C(=S)N=CN2. Drug 2: C1=NNC2=C1C(=O)NC=N2. Cell line: T-47D. Synergy scores: CSS=3.99, Synergy_ZIP=-0.225, Synergy_Bliss=0.537, Synergy_Loewe=-2.72, Synergy_HSA=-0.149. (7) Drug 1: COC1=C(C=C2C(=C1)N=CN=C2NC3=CC(=C(C=C3)F)Cl)OCCCN4CCOCC4. Drug 2: C1CCC(CC1)NC(=O)N(CCCl)N=O. Cell line: PC-3. Synergy scores: CSS=33.4, Synergy_ZIP=-1.46, Synergy_Bliss=1.34, Synergy_Loewe=2.52, Synergy_HSA=3.39. (8) Drug 1: C(CCl)NC(=O)N(CCCl)N=O. Drug 2: CC1C(C(CC(O1)OC2CC(CC3=C2C(=C4C(=C3O)C(=O)C5=C(C4=O)C(=CC=C5)OC)O)(C(=O)CO)O)N)O.Cl. Cell line: NCI/ADR-RES. Synergy scores: CSS=20.1, Synergy_ZIP=-5.75, Synergy_Bliss=-1.76, Synergy_Loewe=0.589, Synergy_HSA=1.18. (9) Drug 1: C1=CC(=CC=C1CC(C(=O)O)N)N(CCCl)CCCl.Cl. Drug 2: C1C(C(OC1N2C=NC3=C2NC=NCC3O)CO)O. Cell line: NCI-H522. Synergy scores: CSS=10.4, Synergy_ZIP=-4.11, Synergy_Bliss=-2.96, Synergy_Loewe=-3.46, Synergy_HSA=-1.98.